This data is from Catalyst prediction with 721,799 reactions and 888 catalyst types from USPTO. The task is: Predict which catalyst facilitates the given reaction. (1) Reactant: Cl[C:2]1[C:7]([N+:8]([O-:10])=[O:9])=[CH:6][CH:5]=[CH:4][N:3]=1.[N:11]1(C(O)=O)[CH2:16][CH2:15][CH2:14][CH2:13][CH2:12]1.[C:20]([O-])([O-:22])=[O:21].[K+].[K+].CN1C(=O)CCC1. Product: [N+:8]([C:7]1[C:2]([N:11]2[CH2:12][CH2:13][CH:14]([C:20]([OH:22])=[O:21])[CH2:15][CH2:16]2)=[N:3][CH:4]=[CH:5][CH:6]=1)([O-:10])=[O:9]. The catalyst class is: 6. (2) Reactant: [I:1][C:2]1[CH:21]=[CH:20][C:5]([CH2:6][O:7][CH:8]2[CH2:13][O:12]C(C3C=CC=CC=3)[O:10][CH2:9]2)=[CH:4][CH:3]=1.CO.ClCCl.O.C1(C)C=CC(S(O)(=O)=O)=CC=1. Product: [I:1][C:2]1[CH:3]=[CH:4][C:5]([CH2:6][O:7][CH:8]([CH2:13][OH:12])[CH2:9][OH:10])=[CH:20][CH:21]=1. The catalyst class is: 66. (3) Reactant: Cl[C:2]([O:4][CH:5]([CH3:7])[CH3:6])=[O:3].[F:8][C:9]1[CH:14]=[CH:13][CH:12]=[CH:11][C:10]=1[S:15][C:16]1[C:20]2=[N:21][CH:22]=[CH:23][CH:24]=[C:19]2[N:18]([C:25]2[N:30]=[C:29]([NH2:31])[C:28]([NH2:32])=[C:27]([NH2:33])[N:26]=2)[N:17]=1. Product: [CH3:6][CH:5]([O:4][C:2](=[O:3])[NH:32][C:28]1[C:27]([NH2:33])=[N:26][C:25]([N:18]2[C:19]3[C:20](=[N:21][CH:22]=[CH:23][CH:24]=3)[C:16]([S:15][C:10]3[CH:11]=[CH:12][CH:13]=[CH:14][C:9]=3[F:8])=[N:17]2)=[N:30][C:29]=1[NH2:31])[CH3:7]. The catalyst class is: 17. (4) Product: [NH2:1][C:2]1[C:3]2[C:10]([C:11]3[CH:16]=[CH:15][C:14]([O:17][C:18]4[CH:23]=[CH:22][CH:21]=[CH:20][CH:19]=4)=[CH:13][CH:12]=3)=[C:9]([C:38]#[C:37][Si:39]([CH3:42])([CH3:41])[CH3:40])[N:8]([C@@H:25]3[CH2:29][CH2:28][N:27]([C:30]([O:32][C:33]([CH3:36])([CH3:35])[CH3:34])=[O:31])[CH2:26]3)[C:4]=2[N:5]=[CH:6][N:7]=1. Reactant: [NH2:1][C:2]1[C:3]2[C:10]([C:11]3[CH:16]=[CH:15][C:14]([O:17][C:18]4[CH:23]=[CH:22][CH:21]=[CH:20][CH:19]=4)=[CH:13][CH:12]=3)=[C:9](Br)[N:8]([C@@H:25]3[CH2:29][CH2:28][N:27]([C:30]([O:32][C:33]([CH3:36])([CH3:35])[CH3:34])=[O:31])[CH2:26]3)[C:4]=2[N:5]=[CH:6][N:7]=1.[C:37]([Si:39]([CH3:42])([CH3:41])[CH3:40])#[CH:38]. The catalyst class is: 432. (5) Reactant: [C:1]1([CH2:7][CH2:8][CH2:9][OH:10])[CH:6]=[CH:5][CH:4]=[CH:3][CH:2]=1.[H-].[Na+].N1([C:18]([NH:20][CH:21]2[C:29]3[C:24](=[CH:25][C:26]([C:30]([NH:32][C:33]4[CH:38]=[CH:37][CH:36]=[CH:35][C:34]=4[NH:39][C:40](=[O:46])[O:41][C:42]([CH3:45])([CH3:44])[CH3:43])=[O:31])=[CH:27][CH:28]=3)[CH2:23][CH2:22]2)=[O:19])C=CN=C1.CO. Product: [C:42]([O:41][C:40]([NH:39][C:34]1[CH:35]=[CH:36][CH:37]=[CH:38][C:33]=1[NH:32][C:30]([C:26]1[CH:25]=[C:24]2[C:29](=[CH:28][CH:27]=1)[CH:21]([NH:20][C:18](=[O:19])[O:10][CH2:9][CH2:8][CH2:7][C:1]1[CH:6]=[CH:5][CH:4]=[CH:3][CH:2]=1)[CH2:22][CH2:23]2)=[O:31])=[O:46])([CH3:45])([CH3:43])[CH3:44]. The catalyst class is: 1.